From a dataset of Full USPTO retrosynthesis dataset with 1.9M reactions from patents (1976-2016). Predict the reactants needed to synthesize the given product. (1) Given the product [CH2:32]([O:16][C:15]1[C:14](=[O:17])[N:13]2[CH2:18][CH2:19][NH:20][C:21]([CH3:22])([CH3:23])[C:12]2=[N:11][C:10]=1[C:8]([NH:7][CH2:6][C:5]1[CH:4]=[CH:3][C:2]([F:1])=[CH:25][CH:24]=1)=[O:9])[C:33]1[CH:38]=[CH:37][CH:36]=[CH:35][CH:34]=1, predict the reactants needed to synthesize it. The reactants are: [F:1][C:2]1[CH:25]=[CH:24][C:5]([CH2:6][NH:7][C:8]([C:10]2[N:11]=[C:12]3[C:21]([CH3:23])([CH3:22])[NH:20][CH2:19][CH2:18][N:13]3[C:14](=[O:17])[C:15]=2[OH:16])=[O:9])=[CH:4][CH:3]=1.C([O-])([O-])=O.[K+].[K+].[CH2:32](Cl)[C:33]1[CH:38]=[CH:37][CH:36]=[CH:35][CH:34]=1. (2) Given the product [NH2:1][C:2]1([C:10]#[N:11])[CH2:3][CH2:4][N:5]([O:8][CH2:9][CH3:12])[CH2:6][CH2:7]1, predict the reactants needed to synthesize it. The reactants are: [NH2:1][C:2]1([C:10]#[N:11])[CH2:7][CH2:6][N:5]([O:8][CH3:9])[CH2:4][CH2:3]1.[CH2:12](ON1CCC(=O)CC1)C. (3) Given the product [N+:1]([C:4]1[CH:5]=[C:6]2[C:10](=[CH:11][CH:12]=1)[NH:9][C:8](=[O:13])[C:7]12[O:18][CH2:17][CH2:16][CH2:15][O:14]1)([O-:3])=[O:2], predict the reactants needed to synthesize it. The reactants are: [N+:1]([C:4]1[CH:5]=[C:6]2[C:10](=[CH:11][CH:12]=1)[NH:9][C:8](=[O:13])[C:7]2=[O:14])([O-:3])=[O:2].[CH2:15](O)[CH2:16][CH2:17][OH:18].O.C1(C)C=CC(S(O)(=O)=O)=CC=1. (4) Given the product [Cl:21][C:15]1[CH:14]=[C:13]([C:10]2[C:9]([CH3:22])=[N:8][N:7]([CH2:6][C:5]3[CH:4]=[CH:3][C:2]([NH:1][S:33]([CH3:32])(=[O:35])=[O:34])=[CH:24][CH:23]=3)[C:11]=2[CH3:12])[CH:20]=[CH:19][C:16]=1[C:17]#[N:18], predict the reactants needed to synthesize it. The reactants are: [NH2:1][C:2]1[CH:24]=[CH:23][C:5]([CH2:6][N:7]2[C:11]([CH3:12])=[C:10]([C:13]3[CH:20]=[CH:19][C:16]([C:17]#[N:18])=[C:15]([Cl:21])[CH:14]=3)[C:9]([CH3:22])=[N:8]2)=[CH:4][CH:3]=1.C(N(CC)CC)C.[CH3:32][S:33](Cl)(=[O:35])=[O:34].[Cl-].[NH4+]. (5) The reactants are: [F:1][C:2]([F:34])([F:33])[C:3]1[CH:4]=[C:5]([CH:26]=[C:27]([C:29]([F:32])([F:31])[F:30])[CH:28]=1)[C:6]([N:8]1[CH2:25][CH2:24][C:11]2([N:15]([C:16]3[CH:21]=[CH:20][CH:19]=[CH:18][C:17]=3[Cl:22])[CH2:14][NH:13][C:12]2=[O:23])[CH2:10][CH2:9]1)=[O:7].Cl.[CH3:36][N:37]([CH3:42])[CH2:38][CH2:39][CH2:40]Cl. Given the product [F:32][C:29]([F:31])([F:30])[C:27]1[CH:26]=[C:5]([CH:4]=[C:3]([C:2]([F:1])([F:33])[F:34])[CH:28]=1)[C:6]([N:8]1[CH2:9][CH2:10][C:11]2([N:15]([C:16]3[CH:21]=[CH:20][CH:19]=[CH:18][C:17]=3[Cl:22])[CH2:14][N:13]([CH2:40][CH2:39][CH2:38][N:37]([CH3:42])[CH3:36])[C:12]2=[O:23])[CH2:24][CH2:25]1)=[O:7], predict the reactants needed to synthesize it. (6) Given the product [CH2:27]([N:29]([CH2:2][CH2:3][CH2:4][O:5][C:6]1[CH:11]=[C:10]([CH2:12][NH:13][C:14](=[O:20])[O:15][C:16]([CH3:19])([CH3:18])[CH3:17])[CH:9]=[CH:8][C:7]=1[C:21]1[CH:26]=[CH:25][CH:24]=[CH:23][CH:22]=1)[CH2:30][CH2:31][OH:32])[CH3:28], predict the reactants needed to synthesize it. The reactants are: Cl[CH2:2][CH2:3][CH2:4][O:5][C:6]1[CH:11]=[C:10]([CH2:12][NH:13][C:14](=[O:20])[O:15][C:16]([CH3:19])([CH3:18])[CH3:17])[CH:9]=[CH:8][C:7]=1[C:21]1[CH:26]=[CH:25][CH:24]=[CH:23][CH:22]=1.[CH2:27]([NH:29][CH2:30][CH2:31][OH:32])[CH3:28].